Dataset: Reaction yield outcomes from USPTO patents with 853,638 reactions. Task: Predict the reaction yield, written as a fraction of the theoretical maximum amount of product (1.0 means a 100% yield; for example, 0.34 means a 34% yield). (1) The catalyst is S(=O)(=O)(O)O. The reactants are C([O:3][C:4]([C@:6]1([NH2:30])[C@H:11]([S:12]([CH2:15][C:16]2[CH:21]=[CH:20][C:19]([Cl:22])=[C:18]([Cl:23])[CH:17]=2)(=[O:14])=[O:13])[CH2:10][C@@H:9]2[C@H:7]1[C@@:8]2([F:29])[C:24]([O:26]CC)=[O:25])=[O:5])C.[OH-].[Na+]. The product is [NH2:30][C@@:6]1([C:4]([OH:5])=[O:3])[C@H:11]([S:12]([CH2:15][C:16]2[CH:21]=[CH:20][C:19]([Cl:22])=[C:18]([Cl:23])[CH:17]=2)(=[O:14])=[O:13])[CH2:10][C@@H:9]2[C@H:7]1[C@@:8]2([F:29])[C:24]([OH:26])=[O:25]. The yield is 0.100. (2) The reactants are C([N:3]([CH2:6][CH3:7])[CH2:4]C)C.C1(P(N=[N+]=[N-])(C2C=CC=CC=2)=[O:15])C=CC=CC=1.[C:25]([O:29][C:30]([NH:32][C@@H:33]1[CH2:38]C[C@H](C(O)=O)[CH2:35][CH2:34]1)=[O:31])([CH3:28])([CH3:27])[CH3:26].[CH2:42]([OH:49])[C:43]1[CH:48]=[CH:47][CH:46]=[CH:45][CH:44]=1. The catalyst is C1(C)C=CC=CC=1.O. The product is [C@H:6]1([NH:3][C:4](=[O:15])[O:49][CH2:42][C:43]2[CH:48]=[CH:47][CH:46]=[CH:45][CH:44]=2)[CH2:7][CH2:38][C@H:33]([NH:32][C:30](=[O:31])[O:29][C:25]([CH3:28])([CH3:27])[CH3:26])[CH2:34][CH2:35]1. The yield is 0.610. (3) The reactants are [ClH:1].[CH3:2][N:3]1[CH2:8][CH2:7][N:6]([C:9]2[CH:14]=[CH:13][C:12]([NH:15][C:16]([NH2:18])=[NH:17])=[CH:11][CH:10]=2)[CH2:5][CH2:4]1.[OH-].[Na+].[CH:21](O)([CH3:23])[CH3:22]. No catalyst specified. The product is [Cl:1][C:22]1[N:6]=[CH:9][C:10]([C:11]2[CH:12]=[CH:13][N:18]=[C:16]([NH:15][C:12]3[CH:11]=[CH:10][C:9]([N:6]4[CH2:7][CH2:8][N:3]([CH3:2])[CH2:4][CH2:5]4)=[CH:14][CH:13]=3)[N:17]=2)=[CH:23][CH:21]=1. The yield is 0.330.